Dataset: Reaction yield outcomes from USPTO patents with 853,638 reactions. Task: Predict the reaction yield, written as a fraction of the theoretical maximum amount of product (1.0 means a 100% yield; for example, 0.34 means a 34% yield). (1) The reactants are [N:1]1[C:10]2[CH:9]([NH:11][CH2:12][CH2:13][CH2:14][CH2:15][N:16]3[C:24](=[O:25])[C:23]4[C:18](=[CH:19][CH:20]=[CH:21][CH:22]=4)[C:17]3=[O:26])[CH2:8][CH2:7][CH2:6][C:5]=2[CH:4]=[CH:3][CH:2]=1.C(N(C(C)C)CC)(C)C.[I-].[K+].Cl[CH2:39][C:40]1[NH:44][C:43]2[CH:45]=[C:46]([CH3:50])[C:47]([CH3:49])=[CH:48][C:42]=2[N:41]=1. The catalyst is C(#N)C. The product is [CH3:50][C:46]1[C:47]([CH3:49])=[CH:48][C:42]2[NH:41][C:40]([CH2:39][N:11]([CH:9]3[C:10]4[N:1]=[CH:2][CH:3]=[CH:4][C:5]=4[CH2:6][CH2:7][CH2:8]3)[CH2:12][CH2:13][CH2:14][CH2:15][N:16]3[C:24](=[O:25])[C:23]4[C:18](=[CH:19][CH:20]=[CH:21][CH:22]=4)[C:17]3=[O:26])=[N:44][C:43]=2[CH:45]=1. The yield is 0.280. (2) The yield is 0.960. The reactants are [CH3:1][NH2:2].C(O)C.[CH3:6][O:7][C:8]1[CH:9]=[C:10]2[C:15](=[CH:16][CH:17]=1)[CH:14]=[C:13]([CH:18]=O)[CH:12]=[CH:11]2.S([O-])([O-])(=O)=O.[Mg+2]. The product is [CH3:6][O:7][C:8]1[CH:9]=[C:10]2[C:15](=[CH:16][CH:17]=1)[CH:14]=[C:13]([CH:18]=[N:2][CH3:1])[CH:12]=[CH:11]2. The catalyst is C(Cl)Cl. (3) The reactants are CN(C)C=O.[Cl:6][C:7]1[CH:26]=[CH:25][C:10]([CH2:11][N:12]2[CH:17]=[N:16][C:15]([N:18]3[CH2:23][CH2:22][NH:21][CH2:20][CH2:19]3)=[N:14][C:13]2=[O:24])=[CH:9][CH:8]=1.Cl[C:28]1[CH:33]=[CH:32][C:31]([N+:34]([O-:36])=[O:35])=[CH:30][N:29]=1.C(=O)([O-])[O-].[K+].[K+]. The catalyst is C(OCC)(=O)C.O. The product is [Cl:6][C:7]1[CH:26]=[CH:25][C:10]([CH2:11][N:12]2[CH:17]=[N:16][C:15]([N:18]3[CH2:23][CH2:22][N:21]([C:28]4[CH:33]=[CH:32][C:31]([N+:34]([O-:36])=[O:35])=[CH:30][N:29]=4)[CH2:20][CH2:19]3)=[N:14][C:13]2=[O:24])=[CH:9][CH:8]=1. The yield is 0.0490. (4) The reactants are [F:1][C:2]([F:11])([F:10])[C:3]1[CH:9]=[CH:8][C:6]([NH2:7])=[CH:5][CH:4]=1.[C:12]([N:17]1[CH2:21][CH2:20][O:19][C:18]1=[O:22])(=[O:16])/[CH:13]=[CH:14]/[CH3:15].[Cl-].[NH4+]. The catalyst is C1(C)C=CC=CC=1. The product is [F:1][C:2]([F:10])([F:11])[C:3]1[CH:9]=[CH:8][C:6]([NH:7][CH:14]([CH3:15])[CH2:13][C:12]([N:17]2[CH2:21][CH2:20][O:19][C:18]2=[O:22])=[O:16])=[CH:5][CH:4]=1. The yield is 0.750. (5) The reactants are C(O[C:5](=[O:7])[CH3:6])(=O)C.C(N(CC)CC)C.[CH3:15][C:16]1[C:20]([I:21])=[C:19]([CH3:22])[NH:18][N:17]=1. The catalyst is C(Cl)Cl. The product is [I:21][C:20]1[C:16]([CH3:15])=[N:17][N:18]([C:5](=[O:7])[CH3:6])[C:19]=1[CH3:22]. The yield is 0.850. (6) The reactants are [NH2:1][C:2]1[C:10]2[C:5](=[N:6][CH:7]=[C:8]([Br:25])[C:9]=2[N:11]2[CH2:16][CH2:15][CH2:14][C@@H:13]([NH:17][C:18](=[O:24])[O:19][C:20]([CH3:23])([CH3:22])[CH3:21])[CH2:12]2)[NH:4][CH:3]=1.C[N:27]1[C:31](=[O:32])C[CH2:29][CH2:28]1.N1C=CC=CC=1.N(CC)=C=O. The catalyst is O.C(#N)C. The product is [Br:25][C:8]1[C:9]([N:11]2[CH2:16][CH2:15][CH2:14][C@@H:13]([NH:17][C:18](=[O:24])[O:19][C:20]([CH3:21])([CH3:22])[CH3:23])[CH2:12]2)=[C:10]2[C:2]([NH:1][C:31]([NH:27][CH2:28][CH3:29])=[O:32])=[CH:3][NH:4][C:5]2=[N:6][CH:7]=1. The yield is 0.740. (7) The product is [Cl:1][C:2]1[CH:18]=[CH:17][C:5]2[CH2:6][CH2:7][N:8]([C:11](=[O:16])[C:12]([F:15])([F:14])[F:13])[CH2:9][CH2:10][C:4]=2[C:3]=1[NH:39][CH2:38][C:37]1[CH:40]=[CH:41][C:34]([CH2:33][CH2:32][NH:31][C:29](=[O:30])[C:28]([CH3:42])([CH3:27])[CH3:43])=[CH:35][CH:36]=1. No catalyst specified. The yield is 0.700. The reactants are [Cl:1][C:2]1[CH:18]=[CH:17][C:5]2[CH2:6][CH2:7][N:8]([C:11](=[O:16])[C:12]([F:15])([F:14])[F:13])[CH2:9][CH2:10][C:4]=2[C:3]=1OS(C(F)(F)F)(=O)=O.[CH3:27][C:28]([CH3:43])([CH3:42])[C:29]([NH:31][CH2:32][CH2:33][C:34]1[CH:41]=[CH:40][C:37]([CH2:38][NH2:39])=[CH:36][CH:35]=1)=[O:30]. (8) The reactants are [NH2:1][CH2:2][CH2:3][OH:4].[C:5]([Si:9](Cl)([CH3:11])[CH3:10])([CH3:8])([CH3:7])[CH3:6].C(N(CC)CC)C. The catalyst is ClCCl. The product is [Si:9]([O:4][CH2:3][CH2:2][NH2:1])([C:5]([CH3:8])([CH3:7])[CH3:6])([CH3:11])[CH3:10]. The yield is 0.840.